This data is from Full USPTO retrosynthesis dataset with 1.9M reactions from patents (1976-2016). The task is: Predict the reactants needed to synthesize the given product. (1) Given the product [CH2:1]([N:17]1[CH:21]=[CH:20][N+:19]([CH2:23][CH2:22][CH2:28][S:25]([O-:27])(=[O:26])=[O:24])=[CH:18]1)[CH2:2][CH2:3][CH2:4][CH2:5][CH2:6][CH2:7][CH2:8][CH2:9][CH2:10][CH2:11][CH2:12][CH2:13][CH2:14][CH2:15][CH3:16], predict the reactants needed to synthesize it. The reactants are: [CH2:1]([N:17]1[CH:21]=[CH:20][N:19]=[CH:18]1)[CH2:2][CH2:3][CH2:4][CH2:5][CH2:6][CH2:7][CH2:8][CH2:9][CH2:10][CH2:11][CH2:12][CH2:13][CH2:14][CH2:15][CH3:16].[CH2:22]1[CH2:28][S:25](=[O:27])(=[O:26])[O:24][CH2:23]1. (2) Given the product [CH3:16][C:11]1[CH:12]=[CH:13][CH:14]=[CH:15][C:10]=1[CH2:9][C:8](=[O:17])[CH:1]=[CH2:2], predict the reactants needed to synthesize it. The reactants are: [CH:1]([Mg]Br)=[CH2:2].CON(C)[C:8](=[O:17])[CH2:9][C:10]1[CH:15]=[CH:14][CH:13]=[CH:12][C:11]=1[CH3:16]. (3) Given the product [Cl:12][C:8]1[N:7]=[C:6]([N:13]2[CH2:18][CH2:17][O:16][CH2:15][CH2:14]2)[C:5]2[C:10](=[CH:11][C:2]([C:22]3[CH:21]=[N:20][CH:25]=[CH:24][CH:23]=3)=[C:3]([F:19])[CH:4]=2)[N:9]=1, predict the reactants needed to synthesize it. The reactants are: Br[C:2]1[CH:11]=[C:10]2[C:5]([C:6]([N:13]3[CH2:18][CH2:17][O:16][CH2:15][CH2:14]3)=[N:7][C:8]([Cl:12])=[N:9]2)=[CH:4][C:3]=1[F:19].[N:20]1[CH:25]=[CH:24][CH:23]=[C:22](B(O)O)[CH:21]=1.C(=O)([O-])[O-].[Na+].[Na+].CN(C=O)C. (4) Given the product [CH:16]([N:13]1[CH2:12][CH2:11][N:10]([C:8]([C@H:5]2[CH2:6][CH2:7][C@H:2]([NH:1][C:20]3[CH:27]=[CH:26][C:23]([C:24]#[N:25])=[CH:22][N:21]=3)[CH2:3][CH2:4]2)=[O:9])[CH2:15][CH2:14]1)([CH3:18])[CH3:17], predict the reactants needed to synthesize it. The reactants are: [NH2:1][C@H:2]1[CH2:7][CH2:6][C@H:5]([C:8]([N:10]2[CH2:15][CH2:14][N:13]([CH:16]([CH3:18])[CH3:17])[CH2:12][CH2:11]2)=[O:9])[CH2:4][CH2:3]1.Cl[C:20]1[CH:27]=[CH:26][C:23]([C:24]#[N:25])=[CH:22][N:21]=1.C(N(C(C)C)CC)(C)C. (5) Given the product [C:80]1([C:73]([C:74]2[CH:75]=[CH:76][CH:77]=[CH:78][CH:79]=2)=[N:86][C:57]2[CH:58]=[C:59]3[C:64](=[CH:65][CH:66]=2)[N:63]=[C:62]([C:67]2[CH:72]=[CH:71][CH:70]=[CH:69][CH:68]=2)[CH:61]=[CH:60]3)[CH:81]=[CH:82][CH:83]=[CH:84][CH:85]=1, predict the reactants needed to synthesize it. The reactants are: C(=O)([O-])[O-].[Cs+].[Cs+].CC1(C)C2C=CC=C(P(C3C=CC=CC=3)C3C=CC=CC=3)C=2OC2C1=CC=CC=2P(C1C=CC=CC=1)C1C=CC=CC=1.C(N(CC)CC)C.Br[C:57]1[CH:58]=[C:59]2[C:64](=[CH:65][CH:66]=1)[N:63]=[C:62]([C:67]1[CH:72]=[CH:71][CH:70]=[CH:69][CH:68]=1)[CH:61]=[CH:60]2.[C:73](=[NH:86])([C:80]1[CH:85]=[CH:84][CH:83]=[CH:82][CH:81]=1)[C:74]1[CH:79]=[CH:78][CH:77]=[CH:76][CH:75]=1. (6) Given the product [Br:1][C:2]1[C:9]([O:10][CH2:11][CH3:12])=[CH:8][CH:7]=[CH:6][C:3]=1[CH:4]1[O:20][CH2:24][CH2:30][O:5]1, predict the reactants needed to synthesize it. The reactants are: [Br:1][C:2]1[C:9]([O:10][CH2:11][CH3:12])=[CH:8][CH:7]=[CH:6][C:3]=1[CH:4]=[O:5].C1(C)C=CC(S(O)(=O)=[O:20])=CC=1.[C:24]1([CH3:30])C=CC=CC=1. (7) Given the product [C:11]([O:10][C:9]([NH:8][C@H:3]1[CH2:4][CH2:5][CH2:6][CH2:7][C@H:2]1[NH:1][C:19]1[N:18]=[C:17]([Cl:16])[C:22]2[C:23](=[O:33])[N:24]([C:26]([O:28][C:29]([CH3:30])([CH3:31])[CH3:32])=[O:27])[CH2:25][C:21]=2[C:20]=1[F:34])=[O:15])([CH3:12])([CH3:14])[CH3:13], predict the reactants needed to synthesize it. The reactants are: [NH2:1][C@@H:2]1[CH2:7][CH2:6][CH2:5][CH2:4][C@@H:3]1[NH:8][C:9](=[O:15])[O:10][C:11]([CH3:14])([CH3:13])[CH3:12].[Cl:16][C:17]1[C:22]2[C:23](=[O:33])[N:24]([C:26]([O:28][C:29]([CH3:32])([CH3:31])[CH3:30])=[O:27])[CH2:25][C:21]=2[C:20]([F:34])=[C:19](Cl)[N:18]=1.CC(O)C.CCN(C(C)C)C(C)C.